Dataset: Catalyst prediction with 721,799 reactions and 888 catalyst types from USPTO. Task: Predict which catalyst facilitates the given reaction. (1) Reactant: [Br:1][C:2]1[CH:3]=[N+:4]([O-])[CH:5]=[C:6]([O:8][CH2:9][CH3:10])[CH:7]=1.O=P(Cl)(Cl)[Cl:14]. Product: [Br:1][C:2]1[CH:7]=[C:6]([O:8][CH2:9][CH3:10])[C:5]([Cl:14])=[N:4][CH:3]=1. The catalyst class is: 2. (2) Reactant: [N:1]1([C:6]2[CH:11]=[CH:10][CH:9]=[CH:8][N+:7]=2[O-:12])[CH:5]=[CH:4][N:3]=[CH:2]1.S(=O)(=O)(O)O.[N+:18]([O-])([OH:20])=[O:19].C(=O)([O-])[O-].[K+].[K+]. Product: [N:1]1([C:6]2[CH:11]=[C:10]([N+:18]([O-:20])=[O:19])[CH:9]=[CH:8][N+:7]=2[O-:12])[CH:5]=[CH:4][N:3]=[CH:2]1. The catalyst class is: 6. (3) Reactant: [N+:1]([C:4]1[CH:9]=[CH:8][C:7]([S:10]([CH3:13])(=[NH:12])=[O:11])=[CH:6][CH:5]=1)([O-:3])=[O:2].C(N(CC)CC)C.[C:21](Cl)(=[O:24])[CH2:22][CH3:23]. Product: [N+:1]([C:4]1[CH:5]=[CH:6][C:7]([S:10]([CH3:13])(=[N:12][C:21](=[O:24])[CH2:22][CH3:23])=[O:11])=[CH:8][CH:9]=1)([O-:3])=[O:2]. The catalyst class is: 4. (4) Reactant: [Cl:1][C:2]1[C:3]([CH2:13][CH3:14])=[N:4][C:5]2[C:10]([N:11]=1)=[C:9]([Cl:12])[CH:8]=[CH:7][CH:6]=2.[Br:15]N1C(C)(C)C(=O)N(Br)C1=O.C(OOC(=O)C1C=CC=CC=1)(=O)C1C=CC=CC=1. Product: [Br:15][CH:13]([C:3]1[C:2]([Cl:1])=[N:11][C:10]2[C:5](=[CH:6][CH:7]=[CH:8][C:9]=2[Cl:12])[N:4]=1)[CH3:14]. The catalyst class is: 53. (5) Reactant: [NH2:1][NH:2][C:3]([NH2:5])=[S:4].[CH3:6][C:7]1[CH:15]=[C:14]([CH3:16])[CH:13]=[CH:12][C:8]=1[C:9](Cl)=O. Product: [CH3:6][C:7]1[CH:15]=[C:14]([CH3:16])[CH:13]=[CH:12][C:8]=1[C:9]1[NH:5][C:3](=[S:4])[NH:2][N:1]=1. The catalyst class is: 17.